Dataset: Reaction yield outcomes from USPTO patents with 853,638 reactions. Task: Predict the reaction yield, written as a fraction of the theoretical maximum amount of product (1.0 means a 100% yield; for example, 0.34 means a 34% yield). (1) The reactants are C(OC(=O)[NH:7][CH2:8][C:9]1[NH:10][N:11]=[C:12]([C:14]2[O:18][C:17]([C:19]3[CH:24]=[CH:23][CH:22]=[CH:21][CH:20]=3)=[N:16][C:15]=2[CH3:25])[CH:13]=1)(C)(C)C.FC(F)(F)C(O)=O. The catalyst is C(Cl)Cl. The product is [CH3:25][C:15]1[N:16]=[C:17]([C:19]2[CH:24]=[CH:23][CH:22]=[CH:21][CH:20]=2)[O:18][C:14]=1[C:12]1[CH:13]=[C:9]([CH2:8][NH2:7])[NH:10][N:11]=1. The yield is 0.960. (2) The reactants are F[C:2]1[N:7]=[C:6]([C:8]2[C:16]3[C:11](=[CH:12][N:13]=[C:14]([C:17]4[CH:18]=[N:19][CH:20]=[CH:21][CH:22]=4)[CH:15]=3)[N:10](C3CCCCO3)[N:9]=2)[CH:5]=[CH:4][CH:3]=1.[NH:29]1[CH2:34][CH2:33][CH2:32][C@@H:31]([NH:35]C(=O)OCC2C=CC=CC=2)[CH2:30]1. No catalyst specified. The product is [N:19]1[CH:20]=[CH:21][CH:22]=[C:17]([C:14]2[CH:15]=[C:16]3[C:8]([C:6]4[N:7]=[C:2]([N:29]5[CH2:34][CH2:33][CH2:32][C@@H:31]([NH2:35])[CH2:30]5)[CH:3]=[CH:4][CH:5]=4)=[N:9][NH:10][C:11]3=[CH:12][N:13]=2)[CH:18]=1. The yield is 0.150.